Dataset: Experimentally validated miRNA-target interactions with 360,000+ pairs, plus equal number of negative samples. Task: Binary Classification. Given a miRNA mature sequence and a target amino acid sequence, predict their likelihood of interaction. (1) The protein sequence of the target gene is MNDWMPIAKEYDPLKAGSIDGTDEDPHDRAVWRAMLARYVPNKGVIGDPLLTLFVARLNLQTKEDKLKEVFSRYGDIRRLRLVRDLVTGFSKGYAFIEYKEERAVIKAYRDADGLVIDQHEIFVDYELERTLKGWIPRRLGGGLGGKKESGQLRFGGRDRPFRKPINLPVVKNDLYREGKRERRERSRSRERHWDSRTRDRDHDRGREKRWQEREPTRVWPDNDWERERDFRDDRIKGREKKERGK. The miRNA is hsa-miR-582-5p with sequence UUACAGUUGUUCAACCAGUUACU. Result: 1 (interaction). (2) The miRNA is hsa-miR-3907 with sequence AGGUGCUCCAGGCUGGCUCACA. The protein sequence of the target gene is MGEAPSPAPALWDWDYLDRCFARHRVCISFGLWICASSCWIAAHALLLYLRCAQKPRQDQSALCAACCLLTSLCDTVGALLARQLTIQVFTGAYLAAIDLVNFMFILFPVCGSKFKSNSDREARERKRRRQLRASVFALALPLSLGPCWALWVAVPKASATIRGPQRRLLASLLQENTEILGYLLGSVAAFGSWASRIPPLSRIAPPPTLGITTQHEIWRGQMSKPSQSPSRSPSGHWRAAAQRQVLGTEMCRGKTFPSIHLWTRLLSALAGLLYASAIVAHDQHPEYLLRATPWFLTSL.... Result: 0 (no interaction). (3) The miRNA is hsa-miR-328-3p with sequence CUGGCCCUCUCUGCCCUUCCGU. Result: 0 (no interaction). The protein sequence of the target gene is MGLLPKLGASQGSDTSTSRAGRCARSVFGNIKVFVLCQGLLQLCQLLYSAYFKSSLTTIEKRFGLSSSSSGLISSLNEISNAILIIFVSYFGSRVHRPRLIGIGGLFLAAGAFILTLPHFLSEPYQYTLASTGNNSRLQAELCQKHWQDLPPSKCHSTTQNPQKETSSMWGLMVVAQLLAGIGTVPIQPFGISYVDDFSEPSNSPLYISILFAISVFGPAFGYLLGSVMLQIFVDYGRVNTAAVNLVPGDPRWIGAWWLGLLISSALLVLTSFPFFFFPRAMPIGAKRAPATADEARKLE.... (4) The miRNA is hsa-miR-6802-5p with sequence CUAGGUGGGGGGCUUGAAGC. The protein sequence of the target gene is MDSMPEPASRCLLLLPLLLLLLLLLPAPELGPSQAGAEENDWVRLPSKCEVCKYVAVELKSAFEETGKTKEVIGTGYGILDQKASGVKYTKSDLRLIEVTETICKRLLDYSLHKERTGSNRFAKGMSETFETLHNLVHKGVKVVMDIPYELWNETSAEVADLKKQCDVLVEEFEEVIEDWYRNHQEEDLTEFLCANHVLKGKDTSCLAEQWSGKKGDTAALGGKKSKKKSSRAKAAGGRSSSSKQRKELGGLEGDPSPEEDEGIQKASPLTHSPPDEL. Result: 0 (no interaction).